This data is from Full USPTO retrosynthesis dataset with 1.9M reactions from patents (1976-2016). The task is: Predict the reactants needed to synthesize the given product. (1) Given the product [CH2:27]([O:14][C:13](=[O:15])[CH2:12][CH:11]([C:8]1[CH:9]=[C:10]2[C:5]([CH2:4][CH2:3][NH:2][CH2:1]2)=[CH:6][CH:7]=1)[C:16]1[CH:21]=[CH:20][N:19]=[CH:18][CH:17]=1)[CH3:28], predict the reactants needed to synthesize it. The reactants are: [CH2:1]1[C:10]2[C:5](=[CH:6][CH:7]=[C:8]([CH:11]([C:16]3[CH:21]=[CH:20][N:19]=[CH:18][CH:17]=3)[CH2:12][C:13]([OH:15])=[O:14])[CH:9]=2)[CH2:4][CH2:3][NH:2]1.C(=O)(O)[O-].[Na+].[CH2:27](O)[CH3:28]. (2) Given the product [C:1]([O:5][C:6]([N:8]1[CH2:13][C@@H:12]([C:14](=[O:37])[NH:15][CH2:16][C:17]2([CH2:31][CH2:32][CH2:33][CH2:34][O:35][CH3:36])[C:30]3[CH:29]=[CH:28][CH:27]=[CH:26][C:25]=3[O:24][C:23]3[C:18]2=[CH:19][CH:20]=[CH:21][CH:22]=3)[CH2:11][C@@H:10]([C:38](=[O:39])[N:44]([CH:41]2[CH2:43][CH2:42]2)[CH2:45][C:46]2[CH:51]=[CH:50][N:49]=[C:48]([O:52][CH3:53])[CH:47]=2)[CH2:9]1)=[O:7])([CH3:4])([CH3:3])[CH3:2], predict the reactants needed to synthesize it. The reactants are: [C:1]([O:5][C:6]([N:8]1[CH2:13][C@@H:12]([C:14](=[O:37])[NH:15][CH2:16][C:17]2([CH2:31][CH2:32][CH2:33][CH2:34][O:35][CH3:36])[C:30]3[CH:29]=[CH:28][CH:27]=[CH:26][C:25]=3[O:24][C:23]3[C:18]2=[CH:19][CH:20]=[CH:21][CH:22]=3)[CH2:11][C@@H:10]([C:38](O)=[O:39])[CH2:9]1)=[O:7])([CH3:4])([CH3:3])[CH3:2].[CH:41]1([NH:44][CH2:45][C:46]2[CH:51]=[CH:50][N:49]=[C:48]([O:52][CH3:53])[CH:47]=2)[CH2:43][CH2:42]1. (3) Given the product [CH3:1][O:2][C:3]1[CH:4]=[C:5]([NH:11][C:12]2[C:17]([C:18](=[O:20])/[CH:19]=[CH:26]/[C:25]3[CH:28]=[C:29]([O:33][CH3:34])[C:30]([O:31][CH3:32])=[C:23]([O:22][CH3:21])[CH:24]=3)=[CH:16][CH:15]=[CH:14][N:13]=2)[CH:6]=[CH:7][C:8]=1[O:9][CH3:10], predict the reactants needed to synthesize it. The reactants are: [CH3:1][O:2][C:3]1[CH:4]=[C:5]([NH:11][C:12]2[C:17]([C:18](=[O:20])[CH3:19])=[CH:16][CH:15]=[CH:14][N:13]=2)[CH:6]=[CH:7][C:8]=1[O:9][CH3:10].[CH3:21][O:22][C:23]1[CH:24]=[C:25]([CH:28]=[C:29]([O:33][CH3:34])[C:30]=1[O:31][CH3:32])[CH:26]=O.Cl. (4) Given the product [Cl:32][C:19]1[CH:18]=[C:17]([NH:16][C:15]2[C:10]3[C:9]4[CH:34]=[CH:35][C:6]([CH2:5][C:4]([OH:36])=[O:3])=[CH:7][C:8]=4[S:33][C:11]=3[N:12]=[CH:13][N:14]=2)[CH:22]=[CH:21][C:20]=1[O:23][CH2:24][C:25]1[CH:30]=[CH:29][CH:28]=[C:27]([F:31])[CH:26]=1, predict the reactants needed to synthesize it. The reactants are: C([O:3][C:4](=[O:36])[CH2:5][C:6]1[CH:35]=[CH:34][C:9]2[C:10]3[C:15]([NH:16][C:17]4[CH:22]=[CH:21][C:20]([O:23][CH2:24][C:25]5[CH:30]=[CH:29][CH:28]=[C:27]([F:31])[CH:26]=5)=[C:19]([Cl:32])[CH:18]=4)=[N:14][CH:13]=[N:12][C:11]=3[S:33][C:8]=2[CH:7]=1)C.O.[OH-].[Li+]. (5) Given the product [C:1]([N:5]1[CH:9]=[C:8]([NH:10][C:11]([NH:13][C:14]2[CH:19]=[C:18]([C:20]3[C:31](=[O:32])[N:30]([CH3:33])[C:23]4[N:24]=[C:25]([NH:36][C@@H:37]([CH3:40])[CH2:38][OH:39])[N:26]=[CH:27][C:22]=4[CH:21]=3)[C:17]([CH3:34])=[CH:16][C:15]=2[F:35])=[O:12])[CH:7]=[N:6]1)([CH3:4])([CH3:3])[CH3:2], predict the reactants needed to synthesize it. The reactants are: [C:1]([N:5]1[CH:9]=[C:8]([NH:10][C:11]([NH:13][C:14]2[CH:19]=[C:18]([C:20]3[C:31](=[O:32])[N:30]([CH3:33])[C:23]4[N:24]=[C:25](NC)[N:26]=[CH:27][C:22]=4[CH:21]=3)[C:17]([CH3:34])=[CH:16][C:15]=2[F:35])=[O:12])[CH:7]=[N:6]1)([CH3:4])([CH3:3])[CH3:2].[NH2:36][C@@H:37]([CH3:40])[CH2:38][OH:39].